From a dataset of Full USPTO retrosynthesis dataset with 1.9M reactions from patents (1976-2016). Predict the reactants needed to synthesize the given product. Given the product [C:1]([O:5][C:6](=[O:19])[NH:7][C@H:8]([CH2:9][C:10]1[CH:15]=[CH:14][CH:13]=[CH:12][CH:11]=1)[C@@H:16]([OH:17])[CH2:18][N:20]1[CH2:27][CH2:26][CH2:25][C@H:21]1[C:22](=[O:23])[NH2:24])([CH3:4])([CH3:3])[CH3:2], predict the reactants needed to synthesize it. The reactants are: [C:1]([O:5][C:6](=[O:19])[NH:7][C@@H:8]([C@@H:16]1[CH2:18][O:17]1)[CH2:9][C:10]1[CH:15]=[CH:14][CH:13]=[CH:12][CH:11]=1)([CH3:4])([CH3:3])[CH3:2].[NH:20]1[CH2:27][CH2:26][CH2:25][C@H:21]1[C:22]([NH2:24])=[O:23].